This data is from Reaction yield outcomes from USPTO patents with 853,638 reactions. The task is: Predict the reaction yield, written as a fraction of the theoretical maximum amount of product (1.0 means a 100% yield; for example, 0.34 means a 34% yield). (1) The reactants are Br.Br[C:3]1[C:8](=[O:9])[N:7]2[CH:10]=[CH:11][CH:12]=[CH:13][C:6]2=[N:5][C:4]=1[CH2:14][CH3:15].BrC1C(=O)N2C=CC=CC2=NC=1CCCC.[Cl:32][C:33]1[CH:38]=[CH:37][C:36](B(O)O)=[CH:35][CH:34]=1.COC1C=CC(B(O)O)=CC=1. No catalyst specified. The product is [Cl:32][C:33]1[CH:38]=[CH:37][C:36]([C:3]2[C:8](=[O:9])[N:7]3[CH:10]=[CH:11][CH:12]=[CH:13][C:6]3=[N:5][C:4]=2[CH2:14][CH3:15])=[CH:35][CH:34]=1. The yield is 0.550. (2) The reactants are [N+:1]([C:4]1[CH:9]=[CH:8][C:7]([SH:10])=[CH:6][CH:5]=1)([O-:3])=[O:2].[F:11][C:12]1[CH:13]=[C:14]([CH:17]=[CH:18][CH:19]=1)[CH2:15]Br. No catalyst specified. The product is [F:11][C:12]1[CH:19]=[CH:18][CH:17]=[C:14]([CH2:15][S:10][C:7]2[CH:8]=[CH:9][C:4]([N+:1]([O-:3])=[O:2])=[CH:5][CH:6]=2)[CH:13]=1. The yield is 0.540. (3) The reactants are Cl[C:2]1[CH:11]=[C:10]2[C:5]([C:6]([NH:14][C:15]3[CH:20]=[C:19]([O:21][CH3:22])[C:18]([O:23][CH3:24])=[C:17]([O:25][CH3:26])[CH:16]=3)=[C:7]([C:12]#[N:13])[CH:8]=[N:9]2)=[CH:4][C:3]=1[N+:27]([O-:29])=[O:28].[N-:30]=[N+:31]=[N-:32].[Na+]. The catalyst is CS(C)=O. The product is [N:30]([C:2]1[CH:11]=[C:10]2[C:5]([C:6]([NH:14][C:15]3[CH:20]=[C:19]([O:21][CH3:22])[C:18]([O:23][CH3:24])=[C:17]([O:25][CH3:26])[CH:16]=3)=[C:7]([C:12]#[N:13])[CH:8]=[N:9]2)=[CH:4][C:3]=1[N+:27]([O-:29])=[O:28])=[N+:31]=[N-:32]. The yield is 0.977.